From a dataset of Peptide-MHC class II binding affinity with 134,281 pairs from IEDB. Regression. Given a peptide amino acid sequence and an MHC pseudo amino acid sequence, predict their binding affinity value. This is MHC class II binding data. The peptide sequence is QDKLCGSLIGMTNRA. The MHC is DRB1_0701 with pseudo-sequence DRB1_0701. The binding affinity (normalized) is 0.337.